Dataset: Forward reaction prediction with 1.9M reactions from USPTO patents (1976-2016). Task: Predict the product of the given reaction. (1) Given the reactants [NH2:1][C:2]1[N:10]=[CH:9][N:8]=[C:7]2[C:3]=1[N:4]=[CH:5][N:6]2[C@H:11]1[C@@H:15]2[O:16]C(C)(C)[O:18][C@@H:14]2[C@@H:13]([CH2:21][N:22]([CH2:27][CH2:28][CH2:29][NH:30][C:31]([NH:33][C:34]2[CH:39]=[CH:38][C:37]([C:40]([CH3:43])([CH3:42])[CH3:41])=[CH:36][CH:35]=2)=[O:32])[S:23]([CH3:26])(=[O:25])=[O:24])[O:12]1, predict the reaction product. The product is: [NH2:1][C:2]1[N:10]=[CH:9][N:8]=[C:7]2[C:3]=1[N:4]=[CH:5][N:6]2[C@@H:11]1[O:12][C@H:13]([CH2:21][N:22]([CH2:27][CH2:28][CH2:29][NH:30][C:31]([NH:33][C:34]2[CH:35]=[CH:36][C:37]([C:40]([CH3:41])([CH3:42])[CH3:43])=[CH:38][CH:39]=2)=[O:32])[S:23]([CH3:26])(=[O:24])=[O:25])[C@@H:14]([OH:18])[C@H:15]1[OH:16]. (2) Given the reactants [C:1]([O:5][C:6]([N:8]1[CH2:13][CH2:12][N:11]([CH2:14][C:15]2[CH:20]=[CH:19][C:18]([NH:21][C:22]3[C:27]([C:28]([O:30][CH2:31][CH3:32])=[O:29])=[C:26](/[CH:33]=C/N(C)C)[N:25]=[C:24]([N:38]4[CH2:43][CH2:42][O:41][CH2:40][CH2:39]4)[N:23]=3)=[CH:17][CH:16]=2)[CH2:10][CH2:9]1)=[O:7])([CH3:4])([CH3:3])[CH3:2].I([O-])(=O)(=O)=[O:45].[Na+], predict the reaction product. The product is: [C:1]([O:5][C:6]([N:8]1[CH2:9][CH2:10][N:11]([CH2:14][C:15]2[CH:20]=[CH:19][C:18]([NH:21][C:22]3[C:27]([C:28]([O:30][CH2:31][CH3:32])=[O:29])=[C:26]([CH:33]=[O:45])[N:25]=[C:24]([N:38]4[CH2:43][CH2:42][O:41][CH2:40][CH2:39]4)[N:23]=3)=[CH:17][CH:16]=2)[CH2:12][CH2:13]1)=[O:7])([CH3:3])([CH3:2])[CH3:4]. (3) Given the reactants C(O[C:6]([N:8]1[CH2:12][C:11](=[N:13][O:14][CH3:15])[CH2:10][C@H:9]1[C:16]([OH:18])=O)=[O:7])(C)(C)C.[CH3:19][C:20]1[CH:25]=[CH:24][CH:23]=[CH:22][C:21]=1[C:26]1[CH:31]=[CH:30][C:29](C(O)=O)=[C:28]([CH3:35])[CH:27]=1.[NH2:36][CH2:37][CH:38]([C:40]1[CH:45]=[CH:44][C:43]([OH:46])=[CH:42][CH:41]=1)[OH:39], predict the reaction product. The product is: [CH3:19][C:20]1[CH:25]=[CH:24][CH:23]=[CH:22][C:21]=1[C:26]1[CH:31]=[CH:30][C:29]([C:6]([N:8]2[CH2:12][C:11](=[N:13][O:14][CH3:15])[CH2:10][C@H:9]2[C:16]([NH:36][CH2:37][CH:38]([OH:39])[C:40]2[CH:45]=[CH:44][C:43]([OH:46])=[CH:42][CH:41]=2)=[O:18])=[O:7])=[C:28]([CH3:35])[CH:27]=1. (4) Given the reactants [N+:1]([O-:4])(O)=[O:2].[I:5][C:6]1[CH:15]=[CH:14][N:13]=[C:12]2[C:7]=1[CH2:8][CH2:9][CH2:10][NH:11]2.[OH-].[Na+], predict the reaction product. The product is: [I:5][C:6]1[C:15]([N+:1]([O-:4])=[O:2])=[CH:14][N:13]=[C:12]2[C:7]=1[CH2:8][CH2:9][CH2:10][NH:11]2.